The task is: Predict which catalyst facilitates the given reaction.. This data is from Catalyst prediction with 721,799 reactions and 888 catalyst types from USPTO. (1) Reactant: [CH:1]1([C:6]([C:18]2[CH:19]=[N:20][CH:21]=[CH:22][CH:23]=2)([CH3:17])[C:7]([O:9][CH:10]2[CH2:15][CH2:14][N:13]([CH3:16])[CH2:12][CH2:11]2)=[O:8])[CH2:5][CH2:4][CH2:3][CH2:2]1.Cl[CH2:25]Cl.[I:27]C. Product: [I-:27].[CH:1]1([C:6]([C:18]2[CH:19]=[N:20][CH:21]=[CH:22][CH:23]=2)([CH3:17])[C:7]([O:9][CH:10]2[CH2:15][CH2:14][N+:13]([CH3:25])([CH3:16])[CH2:12][CH2:11]2)=[O:8])[CH2:5][CH2:4][CH2:3][CH2:2]1. The catalyst class is: 10. (2) Reactant: C[Si]([N-][Si](C)(C)C)(C)C.[Li+].[CH3:11][C:12]1[N:13]=[CH:14][C:15]([C:18](=[O:20])[CH3:19])=[N:16][CH:17]=1.[C:21](OCC)(=[O:27])[C:22]([O:24][CH2:25][CH3:26])=[O:23].O. Product: [CH3:11][C:12]1[N:13]=[CH:14][C:15]([C:18](=[O:20])[CH2:19][C:21](=[O:27])[C:22]([O:24][CH2:25][CH3:26])=[O:23])=[N:16][CH:17]=1. The catalyst class is: 305.